From a dataset of Full USPTO retrosynthesis dataset with 1.9M reactions from patents (1976-2016). Predict the reactants needed to synthesize the given product. (1) Given the product [S:1]1[C:5]2[CH:6]=[CH:7][CH:8]=[CH:9][C:4]=2[C:3]([NH:10][CH2:11][CH2:12][NH:13][C:14]([CH:16]2[CH2:21][CH2:20][CH2:19][NH:18][CH2:17]2)=[O:15])=[N:2]1, predict the reactants needed to synthesize it. The reactants are: [S:1]1[C:5]2[CH:6]=[CH:7][CH:8]=[CH:9][C:4]=2[C:3]([NH:10][CH2:11][CH2:12][NH:13][C:14]([CH:16]2[CH2:21][CH2:20][CH2:19][N:18](C(OC(C)(C)C)=O)[CH2:17]2)=[O:15])=[N:2]1. (2) The reactants are: [Cl:1][C:2]1[CH:9]=[C:8]([N:10]([C@H:22]2[CH2:26][CH2:25][NH:24][CH2:23]2)[CH2:11][C:12]2[CH:17]=[CH:16][CH:15]=[CH:14][C:13]=2[C:18]([F:21])([F:20])[F:19])[CH:7]=[CH:6][C:3]=1[C:4]#[N:5].[N:27]1[CH:32]=[CH:31][CH:30]=[CH:29][C:28]=1[S:33](Cl)(=[O:35])=[O:34]. Given the product [Cl:1][C:2]1[CH:9]=[C:8]([N:10]([C@H:22]2[CH2:26][CH2:25][N:24]([S:33]([C:28]3[CH:29]=[CH:30][CH:31]=[CH:32][N:27]=3)(=[O:35])=[O:34])[CH2:23]2)[CH2:11][C:12]2[CH:17]=[CH:16][CH:15]=[CH:14][C:13]=2[C:18]([F:19])([F:20])[F:21])[CH:7]=[CH:6][C:3]=1[C:4]#[N:5], predict the reactants needed to synthesize it. (3) Given the product [Si:22]([O:10][CH2:9][C:5]1[CH:6]=[CH:7][CH:8]=[C:3]([O:2][CH3:1])[C:4]=1[CH2:11][OH:12])([C:18]([CH3:21])([CH3:20])[CH3:19])([CH3:24])[CH3:23], predict the reactants needed to synthesize it. The reactants are: [CH3:1][O:2][C:3]1[CH:8]=[CH:7][CH:6]=[C:5]([CH2:9][OH:10])[C:4]=1[CH2:11][OH:12].N1C=CN=C1.[C:18]([Si:22](Cl)([CH3:24])[CH3:23])([CH3:21])([CH3:20])[CH3:19].O. (4) Given the product [CH2:15]1[CH2:25][O:24][C:23]2[CH:22]=[CH:21][C:19]([NH:20][C:2]3[N:7]=[C:6]([NH:8][N:9]4[CH:13]=[CH:12][CH:11]=[CH:10]4)[C:5]([F:14])=[CH:4][N:3]=3)=[CH:18][C:17]=2[O:16]1, predict the reactants needed to synthesize it. The reactants are: Cl[C:2]1[N:7]=[C:6]([NH:8][N:9]2[CH:13]=[CH:12][CH:11]=[CH:10]2)[C:5]([F:14])=[CH:4][N:3]=1.[CH2:15]1[CH2:25][O:24][C:23]2[CH:22]=[CH:21][C:19]([NH2:20])=[CH:18][C:17]=2[O:16]1. (5) Given the product [CH:26]1([NH:22][C:18]([C:14]2([C:11]3[CH:10]=[CH:9][C:8]([S:5](/[CH:4]=[CH:3]/[C:1]#[N:2])(=[O:6])=[O:7])=[CH:13][CH:12]=3)[CH2:15][CH2:16][CH2:17]2)=[O:20])[CH2:27][CH2:28][CH2:29][CH2:30][CH2:25]1, predict the reactants needed to synthesize it. The reactants are: [C:1](/[CH:3]=[CH:4]/[S:5]([C:8]1[CH:13]=[CH:12][C:11]([C:14]2([C:18]([OH:20])=O)[CH2:17][CH2:16][CH2:15]2)=[CH:10][CH:9]=1)(=[O:7])=[O:6])#[N:2].O[N:22]1[C:26]2[CH:27]=[CH:28][CH:29]=[CH:30][C:25]=2N=N1.Cl.CN(C)CCCN=C=NCC.C1(N)CCCCC1. (6) Given the product [F:1][C:2]1[CH:23]=[CH:22][C:5]([NH:6][C:7]2[CH:19]=[C:18](/[CH:20]=[CH:21]/[C:25]3[CH:26]=[N:27][CH:28]=[CH:29][CH:30]=3)[CH:17]=[CH:16][C:8]=2[C:9]([O:11][C:12]([CH3:15])([CH3:13])[CH3:14])=[O:10])=[CH:4][CH:3]=1, predict the reactants needed to synthesize it. The reactants are: [F:1][C:2]1[CH:23]=[CH:22][C:5]([NH:6][C:7]2[CH:19]=[C:18]([CH:20]=[CH2:21])[CH:17]=[CH:16][C:8]=2[C:9]([O:11][C:12]([CH3:15])([CH3:14])[CH3:13])=[O:10])=[CH:4][CH:3]=1.Br[C:25]1[CH:26]=[N:27][CH:28]=[CH:29][CH:30]=1.C(N(CCCC)CCCC)CCC.C(O)(=O)CC(CC(O)=O)(C(O)=O)O. (7) Given the product [Cl:15][C:11]1[CH:10]=[C:9]([NH:8][C:5]2[N:6]=[N:7][C:2]([NH:27][NH2:28])=[CH:3][CH:4]=2)[CH:14]=[CH:13][CH:12]=1, predict the reactants needed to synthesize it. The reactants are: Cl[C:2]1[N:7]=[N:6][C:5]([NH:8][C:9]2[CH:14]=[CH:13][CH:12]=[C:11]([Cl:15])[CH:10]=2)=[CH:4][CH:3]=1.C(O)COCCOCCO.O.[NH2:27][NH2:28].